This data is from Catalyst prediction with 721,799 reactions and 888 catalyst types from USPTO. The task is: Predict which catalyst facilitates the given reaction. (1) Reactant: [C:1]([C:5]1[S:6][C:7]([C:24]2[CH:29]=[CH:28][N:27]=[C:26]([NH:30][CH2:31][C@@H:32]([NH:34]C(=O)OC(C)(C)C)[CH3:33])[N:25]=2)=[C:8]([C:10]2[CH:15]=[CH:14][CH:13]=[C:12]([NH:16][S:17]([CH2:20][CH2:21][CH3:22])(=[O:19])=[O:18])[C:11]=2[Cl:23])[N:9]=1)([CH3:4])([CH3:3])[CH3:2]. Product: [NH2:34][C@@H:32]([CH3:33])[CH2:31][NH:30][C:26]1[N:25]=[C:24]([C:7]2[S:6][C:5]([C:1]([CH3:4])([CH3:2])[CH3:3])=[N:9][C:8]=2[C:10]2[C:11]([Cl:23])=[C:12]([NH:16][S:17]([CH2:20][CH2:21][CH3:22])(=[O:19])=[O:18])[CH:13]=[CH:14][CH:15]=2)[CH:29]=[CH:28][N:27]=1. The catalyst class is: 33. (2) Reactant: C(N(CC)CC)C.[CH3:8][C:9]1[CH:14]=[CH:13][C:12]([S:15](Cl)(=[O:17])=[O:16])=[CH:11][CH:10]=1.[OH:19][CH2:20][CH2:21][CH2:22][CH:23]([C:53]([O:55][C:56]([CH3:59])([CH3:58])[CH3:57])=[O:54])[CH2:24][C@@H:25]([C:46]([O:48][C:49]([CH3:52])([CH3:51])[CH3:50])=[O:47])[NH:26][C:27]([C:40]1[CH:45]=[CH:44][CH:43]=[CH:42][CH:41]=1)([C:34]1[CH:39]=[CH:38][CH:37]=[CH:36][CH:35]=1)[C:28]1[CH:33]=[CH:32][CH:31]=[CH:30][CH:29]=1. Product: [CH3:8][C:9]1[CH:14]=[CH:13][C:12]([S:15]([O:19][CH2:20][CH2:21][CH2:22][CH:23]([C:53]([O:55][C:56]([CH3:59])([CH3:58])[CH3:57])=[O:54])[CH2:24][C@@H:25]([C:46]([O:48][C:49]([CH3:51])([CH3:52])[CH3:50])=[O:47])[NH:26][C:27]([C:28]2[CH:33]=[CH:32][CH:31]=[CH:30][CH:29]=2)([C:40]2[CH:45]=[CH:44][CH:43]=[CH:42][CH:41]=2)[C:34]2[CH:35]=[CH:36][CH:37]=[CH:38][CH:39]=2)(=[O:17])=[O:16])=[CH:11][CH:10]=1. The catalyst class is: 4.